Dataset: CYP2C19 inhibition data for predicting drug metabolism from PubChem BioAssay. Task: Regression/Classification. Given a drug SMILES string, predict its absorption, distribution, metabolism, or excretion properties. Task type varies by dataset: regression for continuous measurements (e.g., permeability, clearance, half-life) or binary classification for categorical outcomes (e.g., BBB penetration, CYP inhibition). Dataset: cyp2c19_veith. (1) The drug is CCn1c(SCC(=O)Nc2sc3c(c2C(N)=O)CCC(C)C3)nnc1-c1ccco1. The result is 1 (inhibitor). (2) The drug is CCCCn1nc2cc(C(=O)NCCCCc3ccccc3)ccc2c1OCC. The result is 1 (inhibitor). (3) The molecule is CCCNC(=O)OC[C@H]1O[C@@H](CCO/N=C\[C@@H](NS(=O)(=O)c2ccc(C)cc2)[C@H](C)/C=C\CC(=O)OC)C=C[C@@H]1Oc1ccc(OC)cc1. The result is 1 (inhibitor). (4) The drug is FC(F)(F)c1ccccc1-n1ccnc1. The result is 0 (non-inhibitor). (5) The drug is C[C@@H](C(=O)O)c1ccc(C(=O)c2cccs2)cc1. The result is 0 (non-inhibitor). (6) The result is 0 (non-inhibitor). The molecule is CCC1=C(C)CN(C(=O)NCCc2ccc(S(=O)(=O)NC(=O)NC3CCC(C)CC3)cc2)C1=O. (7) The drug is c1ccc(-c2nc3ccccc3o2)nc1. The result is 1 (inhibitor).